Dataset: Forward reaction prediction with 1.9M reactions from USPTO patents (1976-2016). Task: Predict the product of the given reaction. Given the reactants [CH:1]1([C:4]2[CH:5]=[C:6]3[C:30]([C:31](=[O:34])[NH:32][CH3:33])=[C:29]([C:35]4[CH:40]=[CH:39][C:38]([CH3:41])=[CH:37][CH:36]=4)[O:28][C:7]3=[N:8][C:9]=2[N:10]([CH2:15][CH2:16][CH2:17][C:18]([CH3:27])([CH3:26])[C:19]([O:21]CC(C)C)=[O:20])[S:11]([CH3:14])(=[O:13])=[O:12])[CH2:3][CH2:2]1.[OH-].[Na+], predict the reaction product. The product is: [CH:1]1([C:4]2[CH:5]=[C:6]3[C:30]([C:31](=[O:34])[NH:32][CH3:33])=[C:29]([C:35]4[CH:40]=[CH:39][C:38]([CH3:41])=[CH:37][CH:36]=4)[O:28][C:7]3=[N:8][C:9]=2[N:10]([S:11]([CH3:14])(=[O:13])=[O:12])[CH2:15][CH2:16][CH2:17][C:18]([CH3:27])([CH3:26])[C:19]([OH:21])=[O:20])[CH2:3][CH2:2]1.